Dataset: Catalyst prediction with 721,799 reactions and 888 catalyst types from USPTO. Task: Predict which catalyst facilitates the given reaction. (1) Reactant: Cl.Cl.[CH2:3]([C@@H:5]1[CH2:10][NH:9][CH2:8][CH2:7][NH:6]1)[CH3:4].C(N(CC)CC)C.[C:18]([O:22][C:23](O[C:23]([O:22][C:18]([CH3:21])([CH3:20])[CH3:19])=[O:24])=[O:24])([CH3:21])([CH3:20])[CH3:19]. Product: [C:18]([O:22][C:23]([N:9]1[CH2:8][CH2:7][NH:6][C@H:5]([CH2:3][CH3:4])[CH2:10]1)=[O:24])([CH3:21])([CH3:20])[CH3:19]. The catalyst class is: 4. (2) The catalyst class is: 18. Product: [Br:19][C:20]1[CH:29]=[CH:28][C:23]2[N:24]=[C:25]([O:16][CH:13]3[CH2:14][CH2:15][N:10]([C:7]4[N:8]=[CH:9][C:4]([CH2:1][CH2:2][CH3:3])=[CH:5][N:6]=4)[CH2:11][CH2:12]3)[S:26][C:22]=2[CH:21]=1. Reactant: [CH2:1]([C:4]1[CH:5]=[N:6][C:7]([N:10]2[CH2:15][CH2:14][CH:13]([OH:16])[CH2:12][CH2:11]2)=[N:8][CH:9]=1)[CH2:2][CH3:3].[H-].[Na+].[Br:19][C:20]1[CH:29]=[CH:28][C:23]2[N:24]=[C:25](Cl)[S:26][C:22]=2[CH:21]=1. (3) Reactant: [F:1][C:2]1[CH:3]=[C:4]([CH2:9][C:10]([NH:12][C@H:13]([C:15]([OH:17])=O)[CH3:14])=[O:11])[CH:5]=[C:6]([F:8])[CH:7]=1.Cl.[NH2:19][CH:20]([C:25]1[CH:30]=[CH:29][C:28]([O:31][CH3:32])=[CH:27][CH:26]=1)[C:21]([O:23][CH3:24])=[O:22]. Product: [F:8][C:6]1[CH:5]=[C:4]([CH2:9][C:10]([NH:12][C@H:13]([C:15]([NH:19][CH:20]([C:25]2[CH:26]=[CH:27][C:28]([O:31][CH3:32])=[CH:29][CH:30]=2)[C:21]([O:23][CH3:24])=[O:22])=[O:17])[CH3:14])=[O:11])[CH:3]=[C:2]([F:1])[CH:7]=1. The catalyst class is: 147. (4) Reactant: C(OC([N:8]1[CH2:14][CH2:13][C:12]2[CH:15]=[C:16]([NH:21][S:22]([C:25]3[CH:30]=[CH:29][C:28]([N+:31]([O-:33])=[O:32])=[CH:27][CH:26]=3)(=[O:24])=[O:23])[C:17]([O:19][CH3:20])=[CH:18][C:11]=2[CH2:10][CH2:9]1)=O)(C)(C)C.Cl. Product: [CH3:20][O:19][C:17]1[C:16]([NH:21][S:22]([C:25]2[CH:30]=[CH:29][C:28]([N+:31]([O-:33])=[O:32])=[CH:27][CH:26]=2)(=[O:24])=[O:23])=[CH:15][C:12]2[CH2:13][CH2:14][NH:8][CH2:9][CH2:10][C:11]=2[CH:18]=1. The catalyst class is: 25. (5) Reactant: [CH:1]1([CH2:7][N:8]([C:13](=O)[C:14]2[CH:19]=[C:18]([C:20]([CH3:23])([CH3:22])[CH3:21])[CH:17]=[C:16]([C:24]([CH3:27])([CH3:26])[CH3:25])[CH:15]=2)[NH:9][C:10](=[S:12])[NH2:11])[CH2:6][CH2:5][CH2:4][CH2:3][CH2:2]1.Cl. Product: [CH:1]1([CH2:7][N:8]2[C:13]([C:14]3[CH:19]=[C:18]([C:20]([CH3:23])([CH3:22])[CH3:21])[CH:17]=[C:16]([C:24]([CH3:27])([CH3:26])[CH3:25])[CH:15]=3)=[N:11][C:10](=[S:12])[NH:9]2)[CH2:6][CH2:5][CH2:4][CH2:3][CH2:2]1. The catalyst class is: 813. (6) Reactant: [CH:1]1([NH2:5])[CH2:4][CH2:3][CH2:2]1.[CH3:6][O:7][C:8](=[O:20])[C:9]1[CH:14]=[C:13]([S:15]([CH3:18])(=[O:17])=[O:16])[N:12]=[C:11](Cl)[CH:10]=1.C1(P(C2C=CC=CC=2)C2C=CC3C(=CC=CC=3)C=2C2C3C(=CC=CC=3)C=CC=2P(C2C=CC=CC=2)C2C=CC=CC=2)C=CC=CC=1.C(=O)([O-])[O-].[Cs+].[Cs+]. Product: [CH3:6][O:7][C:8](=[O:20])[C:9]1[CH:14]=[C:13]([S:15]([CH3:18])(=[O:17])=[O:16])[N:12]=[C:11]([NH:5][CH:1]2[CH2:4][CH2:3][CH2:2]2)[CH:10]=1. The catalyst class is: 164.